Task: Predict the reaction yield, written as a fraction of the theoretical maximum amount of product (1.0 means a 100% yield; for example, 0.34 means a 34% yield).. Dataset: Reaction yield outcomes from USPTO patents with 853,638 reactions (1) The reactants are [Cl:1][C:2]1[CH:11]=[CH:10][C:9]2[C:4](=[CH:5][C:6](I)=[CH:7][CH:8]=2)[CH:3]=1.[CH2:13]([Sn](CCCC)(CCCC)CCCC)[CH:14]=[CH2:15].[F-].[K+]. The catalyst is C1C=CC([P]([Pd]([P](C2C=CC=CC=2)(C2C=CC=CC=2)C2C=CC=CC=2)([P](C2C=CC=CC=2)(C2C=CC=CC=2)C2C=CC=CC=2)[P](C2C=CC=CC=2)(C2C=CC=CC=2)C2C=CC=CC=2)(C2C=CC=CC=2)C2C=CC=CC=2)=CC=1. The product is [CH2:15]([C:6]1[CH:7]=[CH:8][C:9]2[C:4](=[CH:3][C:2]([Cl:1])=[CH:11][CH:10]=2)[CH:5]=1)[CH:14]=[CH2:13]. The yield is 0.800. (2) The reactants are [CH2:1]([O:8][C:9]([NH:11][C@@H:12]([CH2:21][CH3:22])[CH:13]([OH:20])[CH2:14][C:15]([O:17][CH2:18][CH3:19])=[O:16])=[O:10])[C:2]1[CH:7]=[CH:6][CH:5]=[CH:4][CH:3]=1.N1C(C)=CC=CC=1C.FC(F)(F)S(O)(=O)=O.[C:39]([SiH:43]([CH3:45])[CH3:44])([CH3:42])([CH3:41])[CH3:40].O. The yield is 0.740. The product is [CH2:1]([O:8][C:9]([NH:11][C@@H:12]([CH2:21][CH3:22])[CH:13]([O:20][Si:43]([C:39]([CH3:42])([CH3:41])[CH3:40])([CH3:45])[CH3:44])[CH2:14][C:15]([O:17][CH2:18][CH3:19])=[O:16])=[O:10])[C:2]1[CH:3]=[CH:4][CH:5]=[CH:6][CH:7]=1. The catalyst is O1CCCC1.